From a dataset of Experimentally validated miRNA-target interactions with 360,000+ pairs, plus equal number of negative samples. Binary Classification. Given a miRNA mature sequence and a target amino acid sequence, predict their likelihood of interaction. (1) The miRNA is mmu-miR-3474 with sequence CCCUGGGAGGAGACGUGGAUUC. The protein sequence of the target gene is MGPPSACPHRECIPWQGLLLTASLLTFWNAPTTAWLFIASAPFEVAEGENVHLSVVYLPENLYSYGWYKGKTVEPNQLIAAYVIDTHVRTPGPAYSGRETISPSGDLHFQNVTLEDTGYYTLQVTYRNSQIEQASHHLRVYESVAQPSIQASSTTVTEKGSVVLTCHTNNTGTSFQWIFNNQRLQVTKRMKLSWFNHMLTIDPIRQEDAGEYQCEVSNPVSSNRSDPLKLTVKSDDNTLGILIGVLVGSLLVAALVCFLLLRKTGRASDQSDFREQQPPASTPGHGPSDSSIS. Result: 0 (no interaction). (2) The miRNA is hsa-miR-338-5p with sequence AACAAUAUCCUGGUGCUGAGUG. The protein sequence of the target gene is MEKSKAKQGENEHMPVNNPSTQIYQLQALASELKTGFTEAMQELTRIQHGEYALEEKVKSCRCSMEEKVTEMKNSLNYFKEELSNAMSMIQAITSKQEEMQQKIEQLQQEKRRESRKVKAKKAQKEEHGAQAGPASAPAPGSAPTQGSPFRSINVPEAGLPSDDFTNMLPSQNYEKAQESRSVHVGDSNVKGMMGPGVNPTTPESDENLKPSLSAEIQSKGHHTPGLWRQPKEGKEWGEEYVTKDHPDKLKDAGQGRHSSLENVLCETSLAAKRQTVALELLESERKYVINISLILKIKA.... Result: 0 (no interaction). (3) The miRNA is hsa-miR-6828-5p with sequence AGGAAGCAAGAGAACCCUGUGG. The protein sequence of the target gene is MIQAILVFNNHGKPRLVRFYQRFPEEIQQQIVRETFHLVLKRDDNICNFLEGGSLIGGSDYKLIYRHYATLYFVFCVDSSESELGILDLIQVFVETLDKCFENVCELDLIFHMDKVHYILQEVVMGGMVLETNMNEIVAQIEAQNRLEKSEGGLSAAPARAVSAVKNINLPEIPRNINIGDLNIKVPNLSQFV. Result: 1 (interaction). (4) The miRNA is mmu-miR-690 with sequence AAAGGCUAGGCUCACAACCAAA. The protein sequence of the target gene is MTPSQVTFEIRGTLLPGEVFAICGSCDALGNWNPQNAVALINENETGDSVLWKAVIALNRGVSVKYRYFRGCFLEPKTIGGPCQVIVHKWETHLQPRSITPLESEIIIDDGQFGIHNGVETLDSGWLTCQTEIRLRLHFSEKPPVSISKKKFKKSRFRVKLTLEGLEEDEDDDDDKVSPTVLHKMSNSLEISLISDNEFKCRHSQPECGYGLQPDRWTEYSIQTMEPDNLELIFDFFEEDLSEHVVQGDVLPGHVGTACLLSSTIAESGRSAGILTLPIMSRNSRKTIGKVRVDFIIIKP.... Result: 1 (interaction). (5) The miRNA is hsa-miR-124-3p with sequence UAAGGCACGCGGUGAAUGCCAA. The protein sequence of the target gene is MSLADLTKTNIDEHFFGVALENNRRSAACKRSPGTGDFSRNSNASNKSVDYSRSQCSCGSLSSQYDYSEDFLCDCSEKAINRNYLKQPVVKEKEKKKYNVSKISQSKGQKEISVEKKHTWNASLFNSQIHMIAQRRDAMAHRILSARLHKIKGLKNELADMHHKLEAILTENQFLKQLQLRHLKAIGKYENSQNNLPQIMAKHQNEVKNLRQLLRKSQEKERTLSRKLRETDSQLLKTKDILQALQKLSEDKNLAEREELTHKLSIITTKMDANDKKIQSLEKQLRLNCRAFSRQLAIET.... Result: 1 (interaction). (6) Result: 0 (no interaction). The miRNA is rno-miR-672-5p with sequence UGAGGUUGGUGUACUGUGUGUGA. The protein sequence of the target gene is MRCLAARVNYKTLIIICALFTLVTVLLWNKCSSDKAIQFPRHLSSGFRVDGLEKRSAASESNHYANHIAKQQSEEAFPQEQQKAPPVVGGFNSNGGSKVLGLKYEEIDCLINDEHTIKGRREGNEVFLPFTWVEKYFDVYGKVVQYDGYDRFEFSHSYSKVYAQRSPYHPDGVFMSFEGYNVEVRDRVKCISGVEGVPLSTQWGPQGYFYPIQIAQYGLSHYSKNLTEKPPHIEVYETAEDRDRNIRPNEWTVPKGCFMASVADKSRSTNVKQFIAPETSEGVSLQLGNTKDFIISFDLK.... (7) The miRNA is hsa-miR-7110-3p with sequence UCUCUCUCCCACUUCCCUGCAG. Result: 1 (interaction). The protein sequence of the target gene is MKENVASATVFTLLLFLNTCLLNGQLPPGKPEIFKCRSPNKETFTCWWRPGTDGGLPTNYSLTYHREGETLMHECPDYITGGPNSCHFGKQYTSMWRTYIMMVNATNQMGSSFSDELYVDVTYIVQPDPPLELAVEVKQPEDRKPYLWIKWSPPTLIDLKTGWFTLLYEIRLKPEKAAEWEIHFAGQQTEFKILSLHPGQKYLVQVRCKPDHGYWSAWSPATFIQIPSDFTMNDTTVWISVAVLSAVICLIIVWAVALKGYSMVTCIFPPVPGPKIKGFDAHLLEKGKSEELLSALGCQD.... (8) The miRNA is ath-miR173-5p with sequence UUCGCUUGCAGAGAGAAAUCAC. The protein sequence of the target gene is MESAAALHFSRPASLLLLLLSLCALVSAQFIVVGPTDPILATVGENTTLRCHLSPEKNAEDMEVRWFRSQFSPAVFVYKGGRERTEEQMEEYRGRTTFVSKDISRGSVALVIHNITAQENGTYRCYFQEGRSYDEAILHLVVAGLGSKPLISMRGHEDGGIRLECISRGWYPKPLTVWRDPYGGVAPALKEVSMPDADGLFMVTTAVIIRDKSVRNMSCSINNTLLGQKKESVIFIPESFMPSVSPCAVALPIIVVILMIPIAVCIYWINKLQKEKKILSGEKEFERETREIALKELEKE.... Result: 0 (no interaction). (9) The miRNA is hsa-miR-513a-3p with sequence UAAAUUUCACCUUUCUGAGAAGG. The protein sequence of the target gene is MKALRLSASALFCLLLINGLGAAPPGRPEAQPPPLSSEHKEPVAGDAVPGPKDGSAPEVRGARNSEPQDEGELFQGVDPRALAAVLLQALDRPASPPAPSGSQQGPEEEAAEALLTETVRSQTHSLPAPESPEPAAPPRPQTPENGPEASDPSEELEALASLLQELRDFSPSSAKRQQETAAAETETRTHTLTRVNLESPGPERVWRASWGEFQARVPERAPLPPPAPSQFQARMPDSGPLPETHKFGEGVSSPKTHLGEALAPLSKAYQGVAAPFPKARRPESALLGGSEAGERLLQQG.... Result: 0 (no interaction). (10) The miRNA is hsa-miR-6780b-3p with sequence UCCCUUGUCUCCUUUCCCUAG. The protein sequence of the target gene is MAAGDGDVKLGTLGSGSESSNDGGSESPGDAGAAAEGGGWAAAALALLTGGGEMLLNVALVALVLLGAYRLWVRWGRRGLGAGAGAGEESPATSLPRMKKRDFSLEQLRQYDGSRNPRILLAVNGKVFDVTKGSKFYGPAGPYGIFAGRDASRGLATFCLDKDALRDEYDDLSDLNAVQMESVREWEMQFKEKYDYVGRLLKPGEEPSEYTDEEDTKDHNKQD. Result: 1 (interaction).